Dataset: Catalyst prediction with 721,799 reactions and 888 catalyst types from USPTO. Task: Predict which catalyst facilitates the given reaction. (1) Reactant: [N:1]1([CH2:6][CH2:7][CH2:8][CH2:9][C:10]2[CH:15]=[CH:14][C:13]([OH:16])=[CH:12][CH:11]=2)[CH:5]=[CH:4][N:3]=[N:2]1.[H-].[Na+].Cl[CH2:20][C:21]1[C:22]([CH3:38])=[N:23][C:24]([C:27]2[CH:32]=[CH:31][C:30]([C:33]([F:36])([F:35])[F:34])=[CH:29][C:28]=2[F:37])=[CH:25][CH:26]=1.O. Product: [F:37][C:28]1[CH:29]=[C:30]([C:33]([F:35])([F:36])[F:34])[CH:31]=[CH:32][C:27]=1[C:24]1[N:23]=[C:22]([CH3:38])[C:21]([CH2:20][O:16][C:13]2[CH:12]=[CH:11][C:10]([CH2:9][CH2:8][CH2:7][CH2:6][N:1]3[CH:5]=[CH:4][N:3]=[N:2]3)=[CH:15][CH:14]=2)=[CH:26][CH:25]=1. The catalyst class is: 9. (2) Reactant: [CH3:1][C:2]1[C:3]([C:24]2[CH:29]=[CH:28][N:27]=[C:26]([NH:30][CH:31]([C:33]3[CH:38]=[CH:37][CH:36]=[CH:35][CH:34]=3)[CH3:32])[N:25]=2)=[C:4]([C:14]2[CH:19]=[CH:18][CH:17]=[C:16]([C:20]([F:23])([F:22])[F:21])[CH:15]=2)[N:5]=[N:6][C:7]=1[CH:8]1[CH2:13][CH2:12][NH:11][CH2:10][CH2:9]1.[C:39](O)(=[O:43])[C@@H:40]([CH3:42])[OH:41].CCN=C=NCCCN(C)C.C1C=NC2N(O)N=NC=2C=1. Product: [OH:41][CH:40]([CH3:42])[C:39]([N:11]1[CH2:10][CH2:9][CH:8]([C:7]2[N:6]=[N:5][C:4]([C:14]3[CH:19]=[CH:18][CH:17]=[C:16]([C:20]([F:23])([F:21])[F:22])[CH:15]=3)=[C:3]([C:24]3[CH:29]=[CH:28][N:27]=[C:26]([NH:30][CH:31]([C:33]4[CH:38]=[CH:37][CH:36]=[CH:35][CH:34]=4)[CH3:32])[N:25]=3)[C:2]=2[CH3:1])[CH2:13][CH2:12]1)=[O:43]. The catalyst class is: 329. (3) Reactant: [Cl:1][C:2]1[N:3]=[CH:4][C:5](I)=[C:6]2[C:11]=1[N:10]=[C:9]([CH3:12])[CH:8]=[CH:7]2.C([O:17][B:18](OC(C)C)[O:19]C(C)C)(C)C.C([Li])CCC.Cl. Product: [Cl:1][C:2]1[C:11]2[N:10]=[C:9]([CH3:12])[CH:8]=[CH:7][C:6]=2[C:5]([B:18]([OH:19])[OH:17])=[CH:4][N:3]=1. The catalyst class is: 1.